This data is from Forward reaction prediction with 1.9M reactions from USPTO patents (1976-2016). The task is: Predict the product of the given reaction. (1) Given the reactants [CH2:1]([N:5]1[CH:9]=[C:8]([CH:10]=O)[S:7]/[C:6]/1=[CH:12]\[C:13]([C:15]1[CH:20]=[C:19]([Cl:21])[CH:18]=[CH:17][C:16]=1[O:22][CH3:23])=[O:14])[CH2:2][CH2:3][CH3:4].[OH2:24].[N:25]1C=CC=CC=1, predict the reaction product. The product is: [CH2:1]([N:5]1[CH:9]=[C:8]([CH:10]=[N:25][OH:24])[S:7]/[C:6]/1=[CH:12]\[C:13]([C:15]1[CH:20]=[C:19]([Cl:21])[CH:18]=[CH:17][C:16]=1[O:22][CH3:23])=[O:14])[CH2:2][CH2:3][CH3:4]. (2) Given the reactants [Br:1][C:2]1[CH:3]=[C:4]2[C:8](=[CH:9][CH:10]=1)[C:7](=[O:11])[NH:6][CH2:5]2.[H-].[Na+].FC(F)(F)S(O[CH2:20][C:21]([F:24])([F:23])[F:22])(=O)=O.C([O-])(O)=O.[Na+], predict the reaction product. The product is: [Br:1][C:2]1[CH:3]=[C:4]2[C:8](=[CH:9][CH:10]=1)[C:7](=[O:11])[N:6]([CH2:20][C:21]([F:24])([F:23])[F:22])[CH2:5]2. (3) Given the reactants [NH:1]1[CH2:6][CH2:5][O:4][CH2:3][CH2:2]1.[O:7]1[C:11]2[CH:12]=[CH:13][C:14]([N:16]3[C:24]4[C:23]5[CH:25]=[C:26]([NH:29][C:30]([C:32]6[C:37]([Cl:38])=[CH:36][CH:35]=[C:34](Cl)[N:33]=6)=[O:31])[CH:27]=[CH:28][C:22]=5[CH2:21][CH2:20][C:19]=4[C:18]([C:40]([NH2:42])=[O:41])=[N:17]3)=[CH:15][C:10]=2[O:9][CH2:8]1.CCO, predict the reaction product. The product is: [O:7]1[C:11]2[CH:12]=[CH:13][C:14]([N:16]3[C:24]4[C:23]5[CH:25]=[C:26]([NH:29][C:30]([C:32]6[C:37]([Cl:38])=[CH:36][CH:35]=[C:34]([N:1]7[CH2:6][CH2:5][O:4][CH2:3][CH2:2]7)[N:33]=6)=[O:31])[CH:27]=[CH:28][C:22]=5[CH2:21][CH2:20][C:19]=4[C:18]([C:40]([NH2:42])=[O:41])=[N:17]3)=[CH:15][C:10]=2[O:9][CH2:8]1. (4) Given the reactants [NH2:1][CH2:2][C:3]1[CH:17]=[CH:16][C:6]([O:7][CH2:8][C:9]([O:11][C:12]([CH3:15])([CH3:14])[CH3:13])=[O:10])=[C:5]([Br:18])[CH:4]=1.[F:19][C:20]1[CH:25]=[CH:24][C:23]([S:26](Cl)(=[O:28])=[O:27])=[CH:22][CH:21]=1.CCN(CC)CC, predict the reaction product. The product is: [Br:18][C:5]1[CH:4]=[C:3]([CH2:2][NH:1][S:26]([C:23]2[CH:24]=[CH:25][C:20]([F:19])=[CH:21][CH:22]=2)(=[O:28])=[O:27])[CH:17]=[CH:16][C:6]=1[O:7][CH2:8][C:9]([O:11][C:12]([CH3:14])([CH3:15])[CH3:13])=[O:10]. (5) Given the reactants [NH2:1][C:2]([NH:4][C:5]1[NH:6][C:7]([C:13]2[CH:18]=[CH:17][CH:16]=[C:15]([OH:19])[CH:14]=2)=[CH:8][C:9]=1[C:10]([NH2:12])=[O:11])=[O:3].[H-].[Na+].F[C:23]1[CH:28]=[CH:27][C:26]([N+:29]([O-:31])=[O:30])=[CH:25][CH:24]=1.[Cl-].[NH4+], predict the reaction product. The product is: [NH2:1][C:2]([NH:4][C:5]1[NH:6][C:7]([C:13]2[CH:18]=[CH:17][CH:16]=[C:15]([O:19][C:23]3[CH:28]=[CH:27][C:26]([N+:29]([O-:31])=[O:30])=[CH:25][CH:24]=3)[CH:14]=2)=[CH:8][C:9]=1[C:10]([NH2:12])=[O:11])=[O:3]. (6) Given the reactants [Br:1][C:2]1[CH:8]=[CH:7][C:5]([NH2:6])=[C:4]([N+:9]([O-])=O)[C:3]=1[Cl:12].[Sn](Cl)Cl.O.C(=O)(O)[O-].[Na+], predict the reaction product. The product is: [Br:1][C:2]1[C:3]([Cl:12])=[C:4]([NH2:9])[C:5]([NH2:6])=[CH:7][CH:8]=1. (7) The product is: [N:1]1[CH:6]=[CH:5][CH:4]=[C:3]([C:7]2[CH:18]=[CH:17][CH:16]=[CH:15][C:8]=2[O:9][CH2:10][C:11]([NH:20][NH2:21])=[O:12])[CH:2]=1. Given the reactants [N:1]1[CH:6]=[CH:5][CH:4]=[C:3]([C:7]2[CH:18]=[CH:17][CH:16]=[CH:15][C:8]=2[O:9][CH2:10][C:11](OC)=[O:12])[CH:2]=1.O.[NH2:20][NH2:21], predict the reaction product.